From a dataset of Full USPTO retrosynthesis dataset with 1.9M reactions from patents (1976-2016). Predict the reactants needed to synthesize the given product. (1) Given the product [C:1]([OH:8])(=[O:7])/[CH:2]=[CH:3]/[C:4]([OH:6])=[O:5].[N:9]1[C:14]2[O:15][CH2:16][CH2:17][O:18][C:13]=2[CH:12]=[C:11]([CH2:19][NH:20][CH:21]2[CH2:22][CH2:23][N:24]([CH2:27][CH2:28][N:29]3[C:34](=[O:35])[CH:33]=[N:32][C:31]4[CH:36]=[CH:37][C:38]([O:40][CH3:41])=[N:39][C:30]3=4)[CH2:25][CH2:26]2)[N:10]=1, predict the reactants needed to synthesize it. The reactants are: [C:1]([OH:8])(=[O:7])/[CH:2]=[CH:3]/[C:4]([OH:6])=[O:5].[N:9]1[C:14]2[O:15][CH2:16][CH2:17][O:18][C:13]=2[CH:12]=[C:11]([CH2:19][NH:20][CH:21]2[CH2:26][CH2:25][N:24]([CH2:27][CH2:28][N:29]3[C:34](=[O:35])[CH:33]=[N:32][C:31]4[CH:36]=[CH:37][C:38]([O:40][CH3:41])=[N:39][C:30]3=4)[CH2:23][CH2:22]2)[N:10]=1. (2) Given the product [CH3:34][O:33][C:26]1[CH:27]=[CH:28][CH:29]=[C:30]2[C:25]=1[NH:24][C:23]([C:21]([NH:20][C:17]1[CH:16]=[CH:15][C:14]([N:11]3[CH2:10][CH2:9][N:8]([C:6](=[O:5])[CH2:35][C:36]([CH3:44])([CH3:40])[C:37]([OH:39])=[O:38])[CH2:13][CH2:12]3)=[CH:19][CH:18]=1)=[O:22])=[C:31]2[CH3:32], predict the reactants needed to synthesize it. The reactants are: C([O:5][C:6]([N:8]1[CH2:13][CH2:12][N:11]([C:14]2[CH:19]=[CH:18][C:17]([NH:20][C:21]([C:23]3[NH:24][C:25]4[C:30]([C:31]=3[CH3:32])=[CH:29][CH:28]=[CH:27][C:26]=4[O:33][CH3:34])=[O:22])=[CH:16][CH:15]=2)[CH2:10][CH2:9]1)=O)(C)(C)C.[CH3:35][C:36]([CH3:44])([CH2:40]C(O)=O)[C:37]([OH:39])=[O:38].ON1C2C=CC=CC=2N=N1.Cl.C(N=C=NCCCN(C)C)C. (3) Given the product [CH:26]12[CH2:35][CH:30]3[CH2:31][CH:32]([CH2:34][CH:28]([CH2:29]3)[CH:27]1[CH2:36][O:37][C:38]1[C:46]([CH:47]3[CH2:48][CH2:49]3)=[CH:45][C:41]([C:42]([NH:63][S:60]([N:56]3[CH2:59][CH2:58][CH2:57]3)(=[O:62])=[O:61])=[O:43])=[C:40]([F:50])[CH:39]=1)[CH2:33]2, predict the reactants needed to synthesize it. The reactants are: C1(C2C(OCC3(C(F)(F)F)CCCCC3)=CC(F)=C(C=2)C(O)=O)CC1.[CH:26]12[CH2:35][CH:30]3[CH2:31][CH:32]([CH2:34][CH:28]([CH2:29]3)[CH:27]1[CH2:36][O:37][C:38]1[C:46]([CH:47]3[CH2:49][CH2:48]3)=[CH:45][C:41]([C:42](O)=[O:43])=[C:40]([F:50])[CH:39]=1)[CH2:33]2.CS(N)(=O)=O.[N:56]1([S:60]([NH2:63])(=[O:62])=[O:61])[CH2:59][CH2:58][CH2:57]1.